Dataset: Forward reaction prediction with 1.9M reactions from USPTO patents (1976-2016). Task: Predict the product of the given reaction. The product is: [Cl:19][C:16]1[CH:15]=[CH:14][C:13]([C@@H:11]([N:7]2[CH2:6][CH2:5][C:4]([CH2:1][CH2:2][CH2:3][OH:27])([CH:20]([CH3:22])[CH3:21])[O:9][C:8]2=[O:10])[CH3:12])=[CH:18][CH:17]=1. Given the reactants [CH2:1]([C:4]1([CH:20]([CH3:22])[CH3:21])[O:9][C:8](=[O:10])[N:7]([C@H:11]([C:13]2[CH:18]=[CH:17][C:16]([Cl:19])=[CH:15][CH:14]=2)[CH3:12])[CH2:6][CH2:5]1)[CH:2]=[CH2:3].B.C1C[O:27]CC1.[OH-].[Na+].OO.Cl, predict the reaction product.